Dataset: CYP2D6 inhibition data for predicting drug metabolism from PubChem BioAssay. Task: Regression/Classification. Given a drug SMILES string, predict its absorption, distribution, metabolism, or excretion properties. Task type varies by dataset: regression for continuous measurements (e.g., permeability, clearance, half-life) or binary classification for categorical outcomes (e.g., BBB penetration, CYP inhibition). Dataset: cyp2d6_veith. (1) The drug is COc1cccc(NC(=O)Cc2c(C(=O)O)[nH]c3ccccc23)c1. The result is 0 (non-inhibitor). (2) The result is 0 (non-inhibitor). The compound is O=C(O)CCCC[C@H]1CCSS1. (3) The drug is C[C@@H](C(=O)Nc1ccc2ccccc2c1)[C@H]1C[C@]1(C)[C@H](NC(=O)Oc1ccc(F)cc1)c1ccccc1. The result is 1 (inhibitor).